Predict the product of the given reaction. From a dataset of Forward reaction prediction with 1.9M reactions from USPTO patents (1976-2016). Given the reactants CC1(C)C(C)(C)OB([C:9]2[CH:22]=[CH:21][C:12]([O:13][CH2:14][C:15]3[CH:16]=[N:17][CH:18]=[CH:19][CH:20]=3)=[C:11]([C:23]([F:26])([F:25])[F:24])[CH:10]=2)O1.[NH2:28][C:29]1[C:30]([C:38]#[N:39])=[N:31][C:32](Cl)=[CH:33][C:34]=1[NH:35][CH3:36].C1(P(C2CCCCC2)C2CCCCC2)CCCCC1.P([O-])([O-])([O-])=O.[K+].[K+].[K+], predict the reaction product. The product is: [NH2:28][C:29]1[C:30]([C:38]#[N:39])=[N:31][C:32]([C:9]2[CH:22]=[CH:21][C:12]([O:13][CH2:14][C:15]3[CH:16]=[N:17][CH:18]=[CH:19][CH:20]=3)=[C:11]([C:23]([F:24])([F:25])[F:26])[CH:10]=2)=[CH:33][C:34]=1[NH:35][CH3:36].